Dataset: Retrosynthesis with 50K atom-mapped reactions and 10 reaction types from USPTO. Task: Predict the reactants needed to synthesize the given product. (1) Given the product COC(C(=O)O)c1ccc(N)cc1, predict the reactants needed to synthesize it. The reactants are: COC(C(=O)O)c1ccc(NC(C)=O)cc1. (2) Given the product CN(C)C(=O)c1ccc(C2c3n[nH]c(=O)c4cccc(c34)NC2c2ccc(C=O)cc2)cc1, predict the reactants needed to synthesize it. The reactants are: CCOC(OCC)c1ccc(C2Nc3cccc4c(=O)[nH]nc(c34)C2c2ccc(C(=O)N(C)C)cc2)cc1. (3) Given the product CCOC(=O)c1csc(C2CC(c3ccc(CC)cc3)CN(C(=O)N3CCOCC3)C2)n1, predict the reactants needed to synthesize it. The reactants are: CCOC(=O)C(=O)CBr.CCc1ccc(C2CC(C(N)=S)CN(C(=O)N3CCOCC3)C2)cc1. (4) Given the product O=C(CC1(O)CCCCC1)Nn1nc(-c2ccnc(Cl)c2)c2ccccc2c1=O, predict the reactants needed to synthesize it. The reactants are: Nn1nc(-c2ccnc(Cl)c2)c2ccccc2c1=O.O=C(O)CC1(O)CCCCC1. (5) Given the product C=CCOC(=O)N1CCc2nnc(NN=C(C)C)cc2C1, predict the reactants needed to synthesize it. The reactants are: C=CCOC(=O)N1CCc2nnc(NN)cc2C1.CC(C)=O.